This data is from Catalyst prediction with 721,799 reactions and 888 catalyst types from USPTO. The task is: Predict which catalyst facilitates the given reaction. (1) Reactant: [F:1][C:2]([F:21])([CH2:16][C:17](C)(C)[CH3:18])[CH2:3][O:4][C:5]1[CH:10]=[C:9]([CH3:11])[C:8]([N+:12]([O-])=O)=[CH:7][C:6]=1[CH3:15].[H][H]. Product: [F:1][C:2]([F:21])([CH2:16][CH2:17][CH3:18])[CH2:3][O:4][C:5]1[CH:10]=[C:9]([CH3:11])[C:8]([NH2:12])=[CH:7][C:6]=1[CH3:15]. The catalyst class is: 8. (2) Reactant: Br[C:2]1[N:7]=[C:6]([C:8]([OH:10])=[O:9])[CH:5]=[CH:4][CH:3]=1.[F:11][C:12]1[CH:17]=[CH:16][CH:15]=[CH:14][C:13]=1B(O)O. Product: [F:11][C:12]1[CH:17]=[CH:16][CH:15]=[CH:14][C:13]=1[C:2]1[N:7]=[C:6]([C:8]([OH:10])=[O:9])[CH:5]=[CH:4][CH:3]=1. The catalyst class is: 462. (3) Reactant: C1CCC(N=C=N[CH:10]2[CH2:15]CCCC2)CC1.[CH3:16][C:17]([OH:19])=[O:18].[NH2:20][C:21]1[C:30]2=[CH:31][N:32]([CH:34]3[C:38]([OH:40])([CH3:39])[CH:37](O)[CH:36]([CH2:42][OH:43])[O:35]3)[N:33]=[C:28]3[C:29]2=[C:23]([C:24](=[O:44])[NH:25][N:26]=[CH:27]3)[CH:22]=1.CN(C=[O:49])C. The catalyst class is: 142. Product: [C:17]([O:19][CH:37]1[C:38]([OH:40])([CH3:39])[CH:34]([N:32]2[CH:31]=[C:30]3[C:21]([NH2:20])=[CH:22][C:23]4[C:24](=[O:44])[NH:25][N:26]=[CH:27][C:28]([C:29]=43)=[N:33]2)[O:35][CH:36]1[CH2:42][O:43][C:15](=[O:49])[CH3:10])(=[O:18])[CH3:16]. (4) Reactant: Cl.[NH2:2][C@@:3]([CH3:18])([CH2:15][CH2:16][CH3:17])[C:4]([C:6]1[O:7][C:8]2[CH:14]=[CH:13][CH:12]=[CH:11][C:9]=2[N:10]=1)=[O:5].[F:19][C:20]([F:42])([CH2:35][C:36]1[CH:41]=[CH:40][CH:39]=[CH:38][CH:37]=1)[CH2:21][C@H:22]([NH:26][C:27]([N:29]1[CH2:34][CH2:33][O:32][CH2:31][CH2:30]1)=[O:28])[C:23](O)=[O:24].CCN=C=NCCCN(C)C.C1C=CC2N(O)N=NC=2C=1.C(N(C(C)C)CC)(C)C. Product: [O:7]1[C:8]2[CH:14]=[CH:13][CH:12]=[CH:11][C:9]=2[N:10]=[C:6]1[C:4]([C@:3]([NH:2][C:23]([C@@H:22]([NH:26][C:27]([N:29]1[CH2:30][CH2:31][O:32][CH2:33][CH2:34]1)=[O:28])[CH2:21][C:20]([F:42])([F:19])[CH2:35][C:36]1[CH:37]=[CH:38][CH:39]=[CH:40][CH:41]=1)=[O:24])([CH3:18])[CH2:15][CH2:16][CH3:17])=[O:5]. The catalyst class is: 39. (5) Reactant: [NH2:1][C:2]1[C:7]([F:8])=[C:6]([C:9]2[CH:14]=[CH:13][C:12]([N+:15]([O-:17])=[O:16])=[CH:11][CH:10]=2)[N:5]=[C:4]([C:18]([O:20]C)=[O:19])[C:3]=1[Cl:22].[OH-].[Na+]. Product: [NH2:1][C:2]1[C:7]([F:8])=[C:6]([C:9]2[CH:14]=[CH:13][C:12]([N+:15]([O-:17])=[O:16])=[CH:11][CH:10]=2)[N:5]=[C:4]([C:18]([OH:20])=[O:19])[C:3]=1[Cl:22]. The catalyst class is: 5.